From a dataset of Reaction yield outcomes from USPTO patents with 853,638 reactions. Predict the reaction yield, written as a fraction of the theoretical maximum amount of product (1.0 means a 100% yield; for example, 0.34 means a 34% yield). (1) The reactants are Br[C:2]1[CH:3]=[CH:4][C:5]([O:11][CH:12]2[CH2:15][N:14]([C:16]([O:18][C:19]([CH3:22])([CH3:21])[CH3:20])=[O:17])[CH2:13]2)=[C:6]2[C:10]=1[NH:9][CH:8]=[CH:7]2.[CH3:23][N:24](C=O)C. The catalyst is [C-]#N.[Zn+2].[C-]#N.C1C=CC([P]([Pd]([P](C2C=CC=CC=2)(C2C=CC=CC=2)C2C=CC=CC=2)([P](C2C=CC=CC=2)(C2C=CC=CC=2)C2C=CC=CC=2)[P](C2C=CC=CC=2)(C2C=CC=CC=2)C2C=CC=CC=2)(C2C=CC=CC=2)C2C=CC=CC=2)=CC=1. The product is [C:23]([C:2]1[CH:3]=[CH:4][C:5]([O:11][CH:12]2[CH2:15][N:14]([C:16]([O:18][C:19]([CH3:22])([CH3:21])[CH3:20])=[O:17])[CH2:13]2)=[C:6]2[C:10]=1[NH:9][CH:8]=[CH:7]2)#[N:24]. The yield is 0.410. (2) The reactants are [Cl:1][C:2]1[CH:10]=[CH:9][C:8]2[NH:7][C:6]3[CH2:11][CH2:12][N:13]([CH3:15])[CH2:14][C:5]=3[C:4]=2[CH:3]=1.[OH-].[K+].Br[CH2:19][CH2:20][C:21]1[CH:26]=[CH:25][C:24]([O:27][CH3:28])=[C:23]([F:29])[CH:22]=1. The catalyst is CN1CCCC1=O.O. The product is [F:29][C:23]1[CH:22]=[C:21]([CH:26]=[CH:25][C:24]=1[O:27][CH3:28])[CH2:20][CH2:19][N:7]1[C:8]2[CH:9]=[CH:10][C:2]([Cl:1])=[CH:3][C:4]=2[C:5]2[CH2:14][N:13]([CH3:15])[CH2:12][CH2:11][C:6]1=2. The yield is 0.0400.